From a dataset of Full USPTO retrosynthesis dataset with 1.9M reactions from patents (1976-2016). Predict the reactants needed to synthesize the given product. (1) The reactants are: [Br:1][C:2]1[CH:7]=[CH:6][C:5]([OH:8])=[CH:4][C:3]=1[CH2:9][N:10]([CH3:12])[CH3:11].[CH2:13](Br)[C:14]1[CH:19]=[CH:18][CH:17]=[CH:16][CH:15]=1.C(=O)([O-])[O-].[K+].[K+]. Given the product [CH2:13]([O:8][C:5]1[CH:6]=[CH:7][C:2]([Br:1])=[C:3]([CH2:9][N:10]([CH3:12])[CH3:11])[CH:4]=1)[C:14]1[CH:19]=[CH:18][CH:17]=[CH:16][CH:15]=1, predict the reactants needed to synthesize it. (2) Given the product [NH2:40][C:41]1[CH:46]=[C:45]([C:47]([N:14]2[CH2:13][CH2:12][C:11]3[C:16](=[CH:17][C:18]([O:19][CH3:20])=[C:9]([O:8][CH2:1][C:2]4[CH:7]=[CH:6][CH:5]=[CH:4][CH:3]=4)[CH:10]=3)[CH:15]2/[CH:21]=[CH:22]/[C:23]2[CH:28]=[C:27]([O:29][CH2:30][C:31]3[CH:32]=[CH:33][CH:34]=[CH:35][CH:36]=3)[C:26]([O:37][CH3:38])=[CH:25][C:24]=2[CH3:39])=[O:48])[CH:44]=[CH:43][N:42]=1, predict the reactants needed to synthesize it. The reactants are: [CH2:1]([O:8][C:9]1[CH:10]=[C:11]2[C:16](=[CH:17][C:18]=1[O:19][CH3:20])[CH:15](/[CH:21]=[CH:22]/[C:23]1[CH:28]=[C:27]([O:29][CH2:30][C:31]3[CH:36]=[CH:35][CH:34]=[CH:33][CH:32]=3)[C:26]([O:37][CH3:38])=[CH:25][C:24]=1[CH3:39])[NH:14][CH2:13][CH2:12]2)[C:2]1[CH:7]=[CH:6][CH:5]=[CH:4][CH:3]=1.[NH2:40][C:41]1[CH:46]=[C:45]([C:47](O)=[O:48])[CH:44]=[CH:43][N:42]=1.CCN(C(C)C)C(C)C.CN(C(ON1N=NC2C=CC=NC1=2)=[N+](C)C)C.F[P-](F)(F)(F)(F)F. (3) Given the product [C:18]([O:17][C:15]([N:12]1[CH2:11][CH2:10][CH:9]([O:8][C:7]2[CH:22]=[CH:23][C:4]([Cl:3])=[CH:5][C:6]=2[C:24]([OH:26])=[O:25])[CH2:14][CH2:13]1)=[O:16])([CH3:21])([CH3:19])[CH3:20], predict the reactants needed to synthesize it. The reactants are: [OH-].[Na+].[Cl:3][C:4]1[CH:23]=[CH:22][C:7]([O:8][CH:9]2[CH2:14][CH2:13][N:12]([C:15]([O:17][C:18]([CH3:21])([CH3:20])[CH3:19])=[O:16])[CH2:11][CH2:10]2)=[C:6]([C:24]([O:26]C)=[O:25])[CH:5]=1.Cl. (4) Given the product [CH3:1][C:2]([CH3:39])([C@H:4]([N:7]([C:20]([C:21]1[CH:26]=[CH:25][C:24]2[CH:27]=[N:41][O:30][B:29]([OH:33])[C:23]=2[CH:22]=1)=[O:38])[NH:8][C:9](=[O:19])[C:10]1[CH:15]=[CH:14][CH:13]=[C:12]([O:16][CH3:17])[C:11]=1[CH3:18])[CH2:5][CH3:6])[CH3:3], predict the reactants needed to synthesize it. The reactants are: [CH3:1][C:2]([CH3:39])([C@H:4]([N:7]([C:20](=[O:38])[C:21]1[CH:26]=[CH:25][C:24]([CH:27]=O)=[C:23]([B:29]2[O:33]C(C)(C)C(C)(C)[O:30]2)[CH:22]=1)[NH:8][C:9](=[O:19])[C:10]1[CH:15]=[CH:14][CH:13]=[C:12]([O:16][CH3:17])[C:11]=1[CH3:18])[CH2:5][CH3:6])[CH3:3].Cl.[NH2:41]O.